This data is from Reaction yield outcomes from USPTO patents with 853,638 reactions. The task is: Predict the reaction yield, written as a fraction of the theoretical maximum amount of product (1.0 means a 100% yield; for example, 0.34 means a 34% yield). The reactants are C([N:9]1[CH2:22][CH2:21][C:20]2[C:19]3[CH:18]=[CH:17][CH:16]=[CH:15][C:14]=3[NH:13][C:12]=2[CH2:11][CH2:10]1)(=O)C1C=CC=CC=1.[C:23](=[O:26])([O-:25])[O-].[Cs+].[Cs+].[C:29]([O:33]CC)(=[O:32])[CH:30]=[CH2:31]. The catalyst is C(#N)C.CN(C=O)C.O. The product is [C:29]([OH:33])(=[O:32])[C:23]([OH:25])=[O:26].[CH:18]1[C:19]2[C:20]3[CH2:21][CH2:22][NH:9][CH2:10][CH2:11][C:12]=3[N:13]3[C:14]=2[C:15]([C:29](=[O:32])[CH2:30][CH2:31]3)=[CH:16][CH:17]=1. The yield is 0.720.